From a dataset of Reaction yield outcomes from USPTO patents with 853,638 reactions. Predict the reaction yield, written as a fraction of the theoretical maximum amount of product (1.0 means a 100% yield; for example, 0.34 means a 34% yield). (1) The reactants are [Cl:1][C:2]1[S:6][C:5]([S:7]([NH:10][C:11]2[CH:19]=[CH:18][C:14]([C:15]([OH:17])=[O:16])=[C:13]([OH:20])[CH:12]=2)(=[O:9])=[O:8])=[CH:4][C:3]=1[C:21]1[CH:26]=[C:25]([F:27])[CH:24]=[CH:23][C:22]=1[OH:28].O[CH:30]1[CH2:34][CH2:33][O:32][CH2:31]1. No catalyst specified. The product is [Cl:1][C:2]1[S:6][C:5]([S:7]([NH:10][C:11]2[CH:19]=[CH:18][C:14]([C:15]([O:17][CH:30]3[CH2:34][CH2:33][O:32][CH2:31]3)=[O:16])=[C:13]([OH:20])[CH:12]=2)(=[O:9])=[O:8])=[CH:4][C:3]=1[C:21]1[CH:26]=[C:25]([F:27])[CH:24]=[CH:23][C:22]=1[OH:28]. The yield is 0.390. (2) The reactants are [CH2:1]([NH:8][C:9]1[CH:14]=[C:13]([NH:15][C:16]2[CH:21]=[CH:20][C:19]([N:22]3[CH2:27][CH2:26][CH:25]([CH2:28][CH2:29]OS(C)(=O)=O)[CH2:24][CH2:23]3)=[CH:18][CH:17]=2)[N:12]=[CH:11][C:10]=1[CH2:35][C:36]([NH2:38])=[O:37])[C:2]1[CH:7]=[CH:6][CH:5]=[CH:4][CH:3]=1. The catalyst is C(O)C.C(NCC)C. The product is [CH2:1]([NH:8][C:9]1[CH:14]=[C:13]([NH:15][C:16]2[CH:21]=[CH:20][C:19]([N:22]3[CH2:23][CH2:24][CH:25]([CH2:28][CH2:29][N:8]([CH2:9][CH3:10])[CH2:1][CH3:2])[CH2:26][CH2:27]3)=[CH:18][CH:17]=2)[N:12]=[CH:11][C:10]=1[CH2:35][C:36]([NH2:38])=[O:37])[C:2]1[CH:7]=[CH:6][CH:5]=[CH:4][CH:3]=1. The yield is 0.680. (3) The reactants are [F:1][C:2]1[CH:7]=[CH:6][CH:5]=[C:4]([F:8])[C:3]=1[N:9]1[C:14]2[N:15]=[C:16]([NH:28][CH2:29][CH2:30][N:31]([CH3:33])[CH3:32])[N:17]=[C:18]([C:19]3[CH:20]=[C:21]([CH:25]=[CH:26][CH:27]=3)[C:22](O)=[O:23])[C:13]=2[CH2:12][NH:11][C:10]1=[O:34].[S:35]1[CH:39]=[CH:38][N:37]=[C:36]1[NH2:40].CN(C(ON1N=NC2C=CC=NC1=2)=[N+](C)C)C.F[P-](F)(F)(F)(F)F.C(N(C(C)C)CC)(C)C. The catalyst is C(Cl)Cl.O. The product is [F:8][C:4]1[CH:5]=[CH:6][CH:7]=[C:2]([F:1])[C:3]=1[N:9]1[C:14]2[N:15]=[C:16]([NH:28][CH2:29][CH2:30][N:31]([CH3:33])[CH3:32])[N:17]=[C:18]([C:19]3[CH:20]=[C:21]([CH:25]=[CH:26][CH:27]=3)[C:22]([NH:40][C:36]3[S:35][CH:39]=[CH:38][N:37]=3)=[O:23])[C:13]=2[CH2:12][NH:11][C:10]1=[O:34]. The yield is 0.400. (4) The reactants are Br[C:2]1[CH:10]=[CH:9][CH:8]=[C:7]2[C:3]=1[CH2:4][CH2:5][C:6]2=[O:11].[CH3:12][N:13](C=O)C. The catalyst is [C-]#N.[C-]#N.[Zn+2].C1C=CC([P]([Pd]([P](C2C=CC=CC=2)(C2C=CC=CC=2)C2C=CC=CC=2)([P](C2C=CC=CC=2)(C2C=CC=CC=2)C2C=CC=CC=2)[P](C2C=CC=CC=2)(C2C=CC=CC=2)C2C=CC=CC=2)(C2C=CC=CC=2)C2C=CC=CC=2)=CC=1. The product is [O:11]=[C:6]1[C:7]2[CH:8]=[CH:9][CH:10]=[C:2]([C:12]#[N:13])[C:3]=2[CH2:4][CH2:5]1. The yield is 0.600.